Dataset: Full USPTO retrosynthesis dataset with 1.9M reactions from patents (1976-2016). Task: Predict the reactants needed to synthesize the given product. (1) Given the product [Cl:17][CH2:16][CH2:15][O:14][C:9]1[C:10]([O:12][CH3:13])=[CH:11][C:6]([CH2:5][OH:4])=[C:7]([CH2:18][OH:19])[CH:8]=1, predict the reactants needed to synthesize it. The reactants are: C([O:4][CH2:5][C:6]1[CH:11]=[C:10]([O:12][CH3:13])[C:9]([O:14][CH2:15][CH2:16][Cl:17])=[CH:8][C:7]=1[CH2:18][O:19]C(=O)C)(=O)C.N. (2) Given the product [OH:8][CH:9]([C:18]1[CH:19]=[CH:20][C:21]([CH2:24][S:26][CH2:27][CH2:28][C:29]([O:31][CH3:32])=[O:30])=[CH:22][CH:23]=1)[CH2:10][C:11]([O:13][C:14]([CH3:15])([CH3:16])[CH3:17])=[O:12], predict the reactants needed to synthesize it. The reactants are: [Si]([O:8][CH:9]([C:18]1[CH:23]=[CH:22][C:21]([CH2:24]Cl)=[CH:20][CH:19]=1)[CH2:10][C:11]([O:13][C:14]([CH3:17])([CH3:16])[CH3:15])=[O:12])(C(C)(C)C)(C)C.[SH:26][CH2:27][CH2:28][C:29]([O:31][CH3:32])=[O:30].C(N(CC)CC)C.[F-].C([N+](CCCC)(CCCC)CCCC)CCC.C1COCC1. (3) Given the product [Br:1][C:2]1[CH:3]=[C:4]([CH:10]([OH:49])[CH2:11][NH:12][C:13]2[CH2:17][NH:16][C:15](=[O:25])[C:14]=2[C:26]2[NH:30][C:29]3[CH:38]=[C:39]([N:43]4[CH2:44][CH2:45][O:46][CH2:47][CH2:48]4)[CH:40]=[C:41]([CH3:42])[C:28]=3[N:27]=2)[CH:5]=[CH:6][C:7]=1[O:8][CH3:9], predict the reactants needed to synthesize it. The reactants are: [Br:1][C:2]1[CH:3]=[C:4]([CH:10]([OH:49])[CH2:11][NH:12][C:13]2[CH2:17][N:16](S(C(F)(F)F)(=O)=O)[C:15](=[O:25])[C:14]=2[C:26]2[N:30](C(OC(C)(C)C)=O)[C:29]3[CH:38]=[C:39]([N:43]4[CH2:48][CH2:47][O:46][CH2:45][CH2:44]4)[CH:40]=[C:41]([CH3:42])[C:28]=3[N:27]=2)[CH:5]=[CH:6][C:7]=1[O:8][CH3:9].ClC1C=C([C@H](O)CNC2CNC(=O)C=2C2NC3C=C(N4CCOCC4)C=C(C)C=3N=2)C=CC=1. (4) Given the product [CH3:17][C@@H:18]1[N:23]([C:34]2[CH:35]=[C:36]([O:38][CH2:39][CH2:40][N:41]3[CH2:46][CH2:45][O:44][CH2:43][CH2:42]3)[CH:37]=[CH:32][N:33]=2)[CH2:22][CH2:21][N:20]([C:24]([O:26][C:27]([CH3:29])([CH3:28])[CH3:30])=[O:25])[CH2:19]1, predict the reactants needed to synthesize it. The reactants are: BrC1C=C(OC)C(N2CCN(C)CC2)=NC=1.[CH3:17][C@@H:18]1[NH:23][CH2:22][CH2:21][N:20]([C:24]([O:26][C:27]([CH3:30])([CH3:29])[CH3:28])=[O:25])[CH2:19]1.Cl[C:32]1[CH:37]=[C:36]([O:38][CH2:39][CH2:40][N:41]2[CH2:46][CH2:45][O:44][CH2:43][CH2:42]2)[CH:35]=[CH:34][N:33]=1. (5) Given the product [CH3:18][C:10]1([CH3:17])[C:11]2[C:12](=[N:13][CH:14]=[CH:15][N:16]=2)[N:8]([C@H:6]2[CH2:7][C@H:4]([NH:3][C:33]3[S:34][C:35]4[C:40]([N:41]=3)=[CH:39][CH:38]=[CH:37][N:36]=4)[CH2:5]2)[C:9]1=[O:19], predict the reactants needed to synthesize it. The reactants are: Cl.Cl.[NH2:3][C@H:4]1[CH2:7][C@H:6]([N:8]2[C:12]3=[N:13][CH:14]=[CH:15][N:16]=[C:11]3[C:10]([CH3:18])([CH3:17])[C:9]2=[O:19])[CH2:5]1.C(N(C(C)C)C(C)C)C.CS([C:33]1[S:34][C:35]2[C:40]([N:41]=1)=[CH:39][CH:38]=[CH:37][N:36]=2)(=O)=O. (6) Given the product [NH4+:5].[OH-:1].[CH3:43][OH:44].[OH:1][CH:2]1[CH2:7][CH2:6][N:5]([C:8]([CH:10]2[CH2:15][CH2:14][CH:13]([NH:16][C:17]3[N:22]=[C:21]([N:23]4[C:27]5[CH:28]=[CH:29][CH:30]=[C:31]([C:34]6[CH:35]=[CH:36][CH:37]=[CH:38][C:33]=6[CH3:42])[C:26]=5[N:25]=[N:24]4)[CH:20]=[CH:19][N:18]=3)[CH2:12][CH2:11]2)=[O:9])[CH2:4][CH2:3]1, predict the reactants needed to synthesize it. The reactants are: [OH:1][CH:2]1[CH2:7][CH2:6][N:5]([C:8]([CH:10]2[CH2:15][CH2:14][CH:13]([NH:16][C:17]3[N:22]=[C:21]([N:23]4[C:27]5[CH:28]=[CH:29][CH:30]=[C:31](I)[C:26]=5[N:25]=[N:24]4)[CH:20]=[CH:19][N:18]=3)[CH2:12][CH2:11]2)=[O:9])[CH2:4][CH2:3]1.[C:33]1([CH3:42])[CH:38]=[CH:37][CH:36]=[CH:35][C:34]=1B(O)O.[C:43]([O-])([O-])=[O:44].[Na+].[Na+]. (7) Given the product [CH2:18]([O:8][C:5]1[C:4]([I:15])=[N:3][C:2]([Cl:1])=[CH:7][CH:6]=1)[C:19]1[CH:24]=[CH:23][CH:22]=[CH:21][CH:20]=1, predict the reactants needed to synthesize it. The reactants are: [Cl:1][C:2]1[CH:7]=[CH:6][C:5]([OH:8])=[CH:4][N:3]=1.C(=O)([O-])[O-].[Na+].[Na+].[I:15]I.Cl.[CH2:18](Br)[C:19]1[CH:24]=[CH:23][CH:22]=[CH:21][CH:20]=1.C(=O)([O-])[O-].[K+].[K+]. (8) The reactants are: [Br:1][C:2]1[N:3]=[C:4]([NH:21][C:22]([CH3:38])([C:24]2[CH:29]=[CH:28][CH:27]=[CH:26][C:25]=2[O:30][CH2:31][C:32]2[CH:37]=[CH:36][CH:35]=[CH:34][CH:33]=2)[CH3:23])[C:5](=[O:20])[N:6]([C:8]2[CH:9]=[C:10]([CH:15]=[C:16]([F:19])[C:17]=2[CH3:18])[C:11](OC)=[O:12])[CH:7]=1.[CH:39]1([NH2:42])[CH2:41][CH2:40]1.C([Mg]Cl)(C)C. Given the product [Br:1][C:2]1[N:3]=[C:4]([NH:21][C:22]([CH3:38])([C:24]2[CH:29]=[CH:28][CH:27]=[CH:26][C:25]=2[O:30][CH2:31][C:32]2[CH:37]=[CH:36][CH:35]=[CH:34][CH:33]=2)[CH3:23])[C:5](=[O:20])[N:6]([C:8]2[CH:9]=[C:10]([CH:15]=[C:16]([F:19])[C:17]=2[CH3:18])[C:11]([NH:42][CH:39]2[CH2:41][CH2:40]2)=[O:12])[CH:7]=1, predict the reactants needed to synthesize it.